From a dataset of Catalyst prediction with 721,799 reactions and 888 catalyst types from USPTO. Predict which catalyst facilitates the given reaction. (1) Reactant: [C:1]([O:5][C:6]([N:8]1[CH2:12][CH2:11][C@@H:10]([N:13]2[C:17]3[N:18]=[CH:19][N:20]=[C:21]([NH2:22])[C:16]=3[C:15]([C:23]3[CH:28]=[CH:27][C:26]([O:29][C:30]4[CH:35]=[CH:34][CH:33]=[CH:32][CH:31]=4)=[CH:25][CH:24]=3)=[CH:14]2)[CH2:9]1)=[O:7])([CH3:4])([CH3:3])[CH3:2].[B-](F)(F)(F)[F:37].[B-](F)(F)(F)F.C1[N+]2(CCl)CC[N+](F)(CC2)C1. Product: [NH2:22][C:21]1[C:16]2[C:15]([C:23]3[CH:24]=[CH:25][C:26]([O:29][C:30]4[CH:35]=[CH:34][CH:33]=[CH:32][CH:31]=4)=[CH:27][CH:28]=3)=[C:14]([F:37])[N:13]([C@@H:10]3[CH2:11][CH2:12][N:8]([C:6]([O:5][C:1]([CH3:4])([CH3:2])[CH3:3])=[O:7])[CH2:9]3)[C:17]=2[N:18]=[CH:19][N:20]=1. The catalyst class is: 23. (2) The catalyst class is: 3. Product: [CH2:33]([O:32][C:29]([C:25]1[C:26](=[O:27])[N:12]([CH2:13][C:14]2[CH:15]=[CH:16][C:17]([O:20][CH3:21])=[CH:18][CH:19]=2)[C:11]2[CH:10]=[CH:9][S:8][C:7]=2[C:5]=1[OH:6])=[O:30])[CH3:34]. Reactant: [H-].[Na+].CO[C:5]([C:7]1[S:8][CH:9]=[C:10](C)[C:11]=1[NH:12][CH2:13][C:14]1[CH:19]=[CH:18][C:17]([O:20][CH3:21])=[CH:16][CH:15]=1)=[O:6].C([CH:25]([C:29](Cl)=[O:30])[C:26](Cl)=[O:27])C.[O-:32][CH2:33][CH3:34].[Na+]. (3) Reactant: Cl.[N:2]1[CH:7]=[CH:6][CH:5]=[CH:4][C:3]=1[C:8](=[NH:10])[NH2:9].O.[NH2:12]N.[C:14]([NH:17][CH:18]([CH3:26])[C:19](=O)[C:20](OCC)=[O:21])(=[O:16])[CH3:15].CS(C)=O. Product: [O:21]=[C:20]1[C:19]([CH:18]([NH:17][C:14](=[O:16])[CH3:15])[CH3:26])=[N:12][N:9]=[C:8]([C:3]2[CH:4]=[CH:5][CH:6]=[CH:7][N:2]=2)[NH:10]1. The catalyst class is: 8. (4) Reactant: [Cl:1][C:2]1[CH:7]=[CH:6][C:5]([C:8]2[C:14]3[C:15]([CH3:19])=[C:16]([CH3:18])[S:17][C:13]=3[N:12]3[C:20]([CH3:23])=[N:21][N:22]=[C:11]3[C@@:10]3([CH2:25][C@H:24]3[CH:26]=[O:27])[N:9]=2)=[CH:4][CH:3]=1.CC(=CC)C.Cl([O-])=[O:34].[Na+]. Product: [Cl:1][C:2]1[CH:3]=[CH:4][C:5]([C:8]2[C:14]3[C:15]([CH3:19])=[C:16]([CH3:18])[S:17][C:13]=3[N:12]3[C:20]([CH3:23])=[N:21][N:22]=[C:11]3[C@@:10]3([CH2:25][C@H:24]3[C:26]([OH:34])=[O:27])[N:9]=2)=[CH:6][CH:7]=1. The catalyst class is: 218.